From a dataset of Reaction yield outcomes from USPTO patents with 853,638 reactions. Predict the reaction yield, written as a fraction of the theoretical maximum amount of product (1.0 means a 100% yield; for example, 0.34 means a 34% yield). (1) The reactants are [Cl:1][C:2]1[N:7]=[C:6](Cl)[CH:5]=[CH:4][N:3]=1.C(N(C(C)C)CC)(C)C.C(O)CCC.[O:23]1[CH2:28][CH2:27][N:26]([CH2:29][CH2:30][CH2:31][NH2:32])[CH2:25][CH2:24]1. The catalyst is O. The product is [Cl:1][C:2]1[N:7]=[C:6]([NH:32][CH2:31][CH2:30][CH2:29][N:26]2[CH2:27][CH2:28][O:23][CH2:24][CH2:25]2)[CH:5]=[CH:4][N:3]=1. The yield is 0.510. (2) The reactants are [NH:1]1[C:10]2[C:5](=[CH:6][CH:7]=[CH:8][CH:9]=2)[CH2:4][CH2:3][CH2:2]1.[N+:11]([O-])([O-:13])=[O:12].[K+].C([O-])(O)=O.[Na+]. The catalyst is OS(O)(=O)=O. The product is [N+:11]([C:8]1[CH:9]=[C:10]2[C:5]([CH2:4][CH2:3][CH2:2][NH:1]2)=[CH:6][CH:7]=1)([O-:13])=[O:12]. The yield is 0.250.